From a dataset of Full USPTO retrosynthesis dataset with 1.9M reactions from patents (1976-2016). Predict the reactants needed to synthesize the given product. (1) Given the product [ClH:1].[CH3:4][N:5]1[CH2:14][CH:13]([C:15]2[CH:24]=[CH:23][C:22]3[C:17](=[CH:18][CH:19]=[CH:20][CH:21]=3)[CH:16]=2)[C:12]2[C:7](=[C:8]([CH3:25])[CH:9]=[CH:10][CH:11]=2)[CH2:6]1, predict the reactants needed to synthesize it. The reactants are: [ClH:1].CO.[CH3:4][N:5]1[CH2:14][CH:13]([C:15]2[CH:24]=[CH:23][C:22]3[C:17](=[CH:18][CH:19]=[CH:20][CH:21]=3)[CH:16]=2)[C:12]2[C:7](=[C:8]([CH3:25])[CH:9]=[CH:10][CH:11]=2)[CH2:6]1.[K+].[Br-]. (2) Given the product [F:31][C:30]([F:32])([F:33])[O:29][CH2:28][CH2:27][O:26][CH2:25][CH2:24][O:23][CH2:22][CH2:21][O:13][C@H:10]1[CH2:11][CH2:12][NH:8][CH2:9]1, predict the reactants needed to synthesize it. The reactants are: C(OC([N:8]1[CH2:12][CH2:11][C@H:10]([OH:13])[CH2:9]1)=O)(C)(C)C.[H-].[Na+].CS(O[CH2:21][CH2:22][O:23][CH2:24][CH2:25][O:26][CH2:27][CH2:28][O:29][C:30]([F:33])([F:32])[F:31])(=O)=O.